Dataset: Reaction yield outcomes from USPTO patents with 853,638 reactions. Task: Predict the reaction yield, written as a fraction of the theoretical maximum amount of product (1.0 means a 100% yield; for example, 0.34 means a 34% yield). The reactants are [CH2:1]([O:3][C:4](=[O:7])[CH2:5]Br)[CH3:2].[CH2:8]([CH:11]1[CH2:15][N:14]([CH2:16][C:17]2[N:18]=[CH:19][N:20](C(C3C=CC=CC=3)(C3C=CC=CC=3)C3C=CC=CC=3)[CH:21]=2)[C:13](=[O:41])[CH2:12]1)[CH2:9][CH3:10]. The catalyst is C(#N)C. The product is [O:41]=[C:13]1[CH2:12][CH:11]([CH2:8][CH2:9][CH3:10])[CH2:15][N:14]1[CH2:16][C:17]1[N:18]([CH2:5][C:4]([O:3][CH2:1][CH3:2])=[O:7])[CH:19]=[N:20][CH:21]=1. The yield is 0.300.